From a dataset of Full USPTO retrosynthesis dataset with 1.9M reactions from patents (1976-2016). Predict the reactants needed to synthesize the given product. (1) Given the product [C:25]([NH:11][NH2:12])(=[O:30])[CH:26]([CH3:28])[OH:27].[ClH:1].[N+:2]([C:5]1[CH:10]=[CH:9][CH:8]=[CH:7][C:6]=1[NH:11][NH2:12])([O-:4])=[O:3], predict the reactants needed to synthesize it. The reactants are: [ClH:1].[N+:2]([C:5]1[CH:10]=[CH:9][CH:8]=[CH:7][C:6]=1[NH:11][NH2:12])([O-:4])=[O:3].Cl.C(N=C=NCCCN(C)C)C.[C:25]([OH:30])(=O)[CH:26]([CH3:28])[OH:27]. (2) Given the product [Cl:1][C:2]1[CH:3]=[CH:4][C:5]([C@H:8]2[N:15]3[C:11]([S:12][C:13]([C:19]([N:21]4[CH2:27][CH2:26][C@H:22]4[C:23]([N:38]([CH3:39])[CH3:37])=[O:25])=[O:20])=[C:14]3[CH:16]([CH3:18])[CH3:17])=[N:10][C@:9]2([C:30]2[CH:31]=[CH:32][C:33]([Cl:36])=[CH:34][CH:35]=2)[CH3:29])=[CH:6][CH:7]=1, predict the reactants needed to synthesize it. The reactants are: [Cl:1][C:2]1[CH:7]=[CH:6][C:5]([C@H:8]2[N:15]3[C:11]([S:12][C:13]([C:19]([N:21]4C[CH2:27][CH2:26][C@H:22]4[C:23]([OH:25])=O)=[O:20])=[C:14]3[CH:16]([CH3:18])[CH3:17])=[N:10][C@:9]2([C:30]2[CH:35]=[CH:34][C:33]([Cl:36])=[CH:32][CH:31]=2)[CH3:29])=[CH:4][CH:3]=1.[CH3:37][N:38](C)[C:39]([C@@H]1CCN1)=O. (3) Given the product [CH2:1]([C:5]12[CH2:17][CH:16]([CH2:18][CH:19]=[O:20])[C:15](=[O:21])[C:14]([CH3:22])=[C:13]1[C:12]1[C:7](=[CH:8][C:9]([OH:23])=[CH:10][CH:11]=1)[CH2:6]2)[CH2:2][CH2:3][CH3:4], predict the reactants needed to synthesize it. The reactants are: [CH2:1]([C:5]12[CH2:17][CH:16]([CH2:18][CH:19]=[O:20])[C:15](=[O:21])[C:14]([CH3:22])=[C:13]1[C:12]1[C:7](=[CH:8][C:9]([O:23]COC)=[CH:10][CH:11]=1)[CH2:6]2)[CH2:2][CH2:3][CH3:4].Cl. (4) Given the product [NH2:21][C:19]([NH:18][NH:17][C:7](=[O:8])[CH2:6][CH2:5][C:4]([O:3][CH2:1][CH3:2])=[O:10])=[S:20], predict the reactants needed to synthesize it. The reactants are: [CH2:1]([O:3][C:4](=[O:10])[CH2:5][CH2:6][C:7](O)=[O:8])[CH3:2].C(OCCCl)=O.[NH2:17][NH:18][C:19]([NH2:21])=[S:20].Cl. (5) Given the product [CH3:1][O:2][C@@H:3]1[CH2:8][NH:7][C@H:6]([C:9]([N:25]2[CH2:26][CH2:27][N:22]([C:16]3[CH:21]=[CH:20][CH:19]=[CH:18][CH:17]=3)[CH2:23][CH2:24]2)=[O:11])[C@@H:5]([C:12]([O:14][CH3:15])=[O:13])[CH2:4]1, predict the reactants needed to synthesize it. The reactants are: [CH3:1][O:2][C@@H:3]1[CH2:8][NH:7][C@H:6]([C:9]([OH:11])=O)[C@@H:5]([C:12]([O:14][CH3:15])=[O:13])[CH2:4]1.[C:16]1([N:22]2[CH2:27][CH2:26][NH:25][CH2:24][CH2:23]2)[CH:21]=[CH:20][CH:19]=[CH:18][CH:17]=1.F[P-](F)(F)(F)(F)F.N1(O[P+](N(C)C)(N(C)C)N(C)C)C2C=CC=CC=2N=N1.CN(C)C=O.C(N(CC)C(C)C)(C)C. (6) Given the product [Br:15][CH2:14][C:11]1[CH:10]=[CH:9][C:8]([C:4]2[CH:5]=[CH:6][CH:7]=[C:2]([Cl:1])[N:3]=2)=[CH:13][CH:12]=1, predict the reactants needed to synthesize it. The reactants are: [Cl:1][C:2]1[CH:7]=[CH:6][CH:5]=[C:4]([C:8]2[CH:13]=[CH:12][C:11]([CH3:14])=[CH:10][CH:9]=2)[N:3]=1.[Br:15]N1C(=O)CCC1=O.